From a dataset of Full USPTO retrosynthesis dataset with 1.9M reactions from patents (1976-2016). Predict the reactants needed to synthesize the given product. (1) The reactants are: [CH2:1]([N:8]1[C:16]2[CH:15]=[C:14]([Cl:17])[N:13]=[CH:12][C:11]=2[C:10]([CH:18]=[O:19])=[C:9]1[CH:20]([CH3:22])[CH3:21])[C:2]1[CH:7]=[CH:6][CH:5]=[CH:4][CH:3]=1.[O-:23]Cl=O.[Na+]. Given the product [CH2:1]([N:8]1[C:16]2[CH:15]=[C:14]([Cl:17])[N:13]=[CH:12][C:11]=2[C:10]([C:18]([OH:23])=[O:19])=[C:9]1[CH:20]([CH3:22])[CH3:21])[C:2]1[CH:3]=[CH:4][CH:5]=[CH:6][CH:7]=1, predict the reactants needed to synthesize it. (2) Given the product [Br-:5].[F:1][C:2]1[CH:9]=[CH:8][CH:7]=[CH:6][C:3]=1[CH2:4][S+:10]1[CH2:14][CH2:13][CH2:12][CH2:11]1, predict the reactants needed to synthesize it. The reactants are: [F:1][C:2]1[CH:9]=[CH:8][CH:7]=[CH:6][C:3]=1[CH2:4][Br:5].[S:10]1[CH2:14][CH2:13][CH2:12][CH2:11]1. (3) Given the product [F:1][C:2]1[CH:3]=[C:4]([C:8]2[C@:9]3([CH2:25][CH2:24][C@H:23]4[C@@H:14]([CH2:15][CH2:16][C:17]5[CH:18]=[C:19]([C:26]([N:33]6[CH2:34][CH2:35][CH2:36][C@H:32]6[C:31]([NH:30][CH3:29])=[O:37])=[O:28])[CH:20]=[CH:21][C:22]=54)[C@@H:11]3[CH2:12][CH:13]=2)[CH3:10])[CH:5]=[N:6][CH:7]=1, predict the reactants needed to synthesize it. The reactants are: [F:1][C:2]1[CH:3]=[C:4]([C:8]2[C@:9]3([CH2:25][CH2:24][C@H:23]4[C@@H:14]([CH2:15][CH2:16][C:17]5[CH:18]=[C:19]([C:26]([OH:28])=O)[CH:20]=[CH:21][C:22]=54)[C@@H:11]3[CH2:12][CH:13]=2)[CH3:10])[CH:5]=[N:6][CH:7]=1.[CH3:29][NH:30][C:31](=[O:37])[C@@H:32]1[CH2:36][CH2:35][CH2:34][NH:33]1. (4) Given the product [CH3:20][C:19]([CH3:22])([CH3:21])[C:18]([NH:17][C:15]1[CH:16]=[C:11]([C:9]2[N:8]=[C:5]3[N:4]([CH:10]=2)[N:3]=[C:2]([C:32]2[C:27]([C:26]([F:37])([F:36])[F:25])=[N:28][CH:29]=[CH:30][CH:31]=2)[CH:7]=[CH:6]3)[CH:12]=[CH:13][C:14]=1[CH3:24])=[O:23], predict the reactants needed to synthesize it. The reactants are: Cl[C:2]1[CH:7]=[CH:6][C:5]2=[N:8][C:9]([C:11]3[CH:12]=[CH:13][C:14]([CH3:24])=[C:15]([NH:17][C:18](=[O:23])[C:19]([CH3:22])([CH3:21])[CH3:20])[CH:16]=3)=[CH:10][N:4]2[N:3]=1.[F:25][C:26]([F:37])([F:36])[C:27]1[C:32](B(O)O)=[CH:31][CH:30]=[CH:29][N:28]=1.C([O-])([O-])=O.[Na+].[Na+]. (5) Given the product [CH2:1]([S:5]([N:8]1[CH2:13][CH2:12][N:11]([C:14]2[C:15]3[C:30]([CH3:31])=[CH:29][S:28][C:16]=3[N:17]=[C:18]([C:20]3[CH:25]=[CH:24][CH:23]=[CH:22][C:21]=3[OH:26])[N:19]=2)[CH2:10][CH2:9]1)(=[O:6])=[O:7])[CH2:2][CH2:3][CH3:4], predict the reactants needed to synthesize it. The reactants are: [CH2:1]([S:5]([N:8]1[CH2:13][CH2:12][N:11]([C:14]2[C:15]3[C:30]([CH3:31])=[CH:29][S:28][C:16]=3[N:17]=[C:18]([C:20]3[CH:25]=[CH:24][CH:23]=[CH:22][C:21]=3[O:26]C)[N:19]=2)[CH2:10][CH2:9]1)(=[O:7])=[O:6])[CH2:2][CH2:3][CH3:4].B(Br)(Br)Br.C([O-])(O)=O.[Na+].